This data is from Merck oncology drug combination screen with 23,052 pairs across 39 cell lines. The task is: Regression. Given two drug SMILES strings and cell line genomic features, predict the synergy score measuring deviation from expected non-interaction effect. (1) Drug 2: CC1CC2C3CCC4=CC(=O)C=CC4(C)C3(F)C(O)CC2(C)C1(O)C(=O)CO. Synergy scores: synergy=4.69. Cell line: ZR751. Drug 1: O=S1(=O)NC2(CN1CC(F)(F)F)C1CCC2Cc2cc(C=CCN3CCC(C(F)(F)F)CC3)ccc2C1. (2) Drug 1: COc1cccc2c1C(=O)c1c(O)c3c(c(O)c1C2=O)CC(O)(C(=O)CO)CC3OC1CC(N)C(O)C(C)O1. Drug 2: NC1(c2ccc(-c3nc4ccn5c(=O)[nH]nc5c4cc3-c3ccccc3)cc2)CCC1. Cell line: SW837. Synergy scores: synergy=23.6. (3) Drug 1: CC(C)CC(NC(=O)C(Cc1ccccc1)NC(=O)c1cnccn1)B(O)O. Drug 2: Cc1nc(Nc2ncc(C(=O)Nc3c(C)cccc3Cl)s2)cc(N2CCN(CCO)CC2)n1. Cell line: LNCAP. Synergy scores: synergy=-24.8. (4) Drug 1: O=C(CCCCCCC(=O)Nc1ccccc1)NO. Drug 2: CCC1(O)C(=O)OCc2c1cc1n(c2=O)Cc2cc3c(CN(C)C)c(O)ccc3nc2-1. Cell line: SKMES1. Synergy scores: synergy=16.8. (5) Drug 1: CCC1(O)CC2CN(CCc3c([nH]c4ccccc34)C(C(=O)OC)(c3cc4c(cc3OC)N(C)C3C(O)(C(=O)OC)C(OC(C)=O)C5(CC)C=CCN6CCC43C65)C2)C1. Drug 2: O=C(NOCC(O)CO)c1ccc(F)c(F)c1Nc1ccc(I)cc1F. Cell line: RKO. Synergy scores: synergy=29.2. (6) Drug 1: N.N.O=C(O)C1(C(=O)O)CCC1.[Pt]. Drug 2: O=C(O)C1(Cc2cccc(Nc3nccs3)n2)CCC(Oc2cccc(Cl)c2F)CC1. Cell line: NCIH2122. Synergy scores: synergy=-10.5. (7) Synergy scores: synergy=-4.71. Drug 1: CN(C)C(=N)N=C(N)N. Cell line: LOVO. Drug 2: CCc1cnn2c(NCc3ccc[n+]([O-])c3)cc(N3CCCCC3CCO)nc12. (8) Drug 1: O=P1(N(CCCl)CCCl)NCCCO1. Drug 2: Cn1cc(-c2cnn3c(N)c(Br)c(C4CCCNC4)nc23)cn1. Cell line: PA1. Synergy scores: synergy=4.79. (9) Drug 1: C=CCn1c(=O)c2cnc(Nc3ccc(N4CCN(C)CC4)cc3)nc2n1-c1cccc(C(C)(C)O)n1. Drug 2: CC(C)CC(NC(=O)C(Cc1ccccc1)NC(=O)c1cnccn1)B(O)O. Cell line: OVCAR3. Synergy scores: synergy=-16.9. (10) Drug 1: CN1C(=O)C=CC2(C)C3CCC4(C)C(NC(=O)OCC(F)(F)F)CCC4C3CCC12. Drug 2: CN(Cc1cnc2nc(N)nc(N)c2n1)c1ccc(C(=O)NC(CCC(=O)O)C(=O)O)cc1. Cell line: A427. Synergy scores: synergy=21.5.